Dataset: Forward reaction prediction with 1.9M reactions from USPTO patents (1976-2016). Task: Predict the product of the given reaction. (1) The product is: [F:12][C:13]1[CH:19]=[C:18]([F:20])[CH:17]=[CH:16][C:14]=1[NH:15][C:5]1[N:6]=[CH:7][CH:8]=[CH:9][C:4]=1[C:3]([O:2][CH3:1])=[O:11]. Given the reactants [CH3:1][O:2][C:3](=[O:11])[C:4]1[CH:9]=[CH:8][CH:7]=[N:6][C:5]=1F.[F:12][C:13]1[CH:19]=[C:18]([F:20])[CH:17]=[CH:16][C:14]=1[NH2:15], predict the reaction product. (2) The product is: [CH2:3]([N:10]([CH2:31][CH2:32][N:33]([CH3:35])[CH3:34])[C:11]([CH2:13][N:14]([C:21]1[CH:22]=[CH:23][CH:24]=[C:25]2[C:30]=1[CH2:29][N:28]([CH2:36][CH3:37])[CH2:27][CH2:26]2)[C:15](=[O:20])[C:16]([F:17])([F:18])[F:19])=[O:12])[C:4]1[CH:9]=[CH:8][CH:7]=[CH:6][CH:5]=1. Given the reactants Cl.Cl.[CH2:3]([N:10]([CH2:31][CH2:32][N:33]([CH3:35])[CH3:34])[C:11]([CH2:13][N:14]([C:21]1[CH:22]=[CH:23][CH:24]=[C:25]2[C:30]=1[CH2:29][NH:28][CH2:27][CH2:26]2)[C:15](=[O:20])[C:16]([F:19])([F:18])[F:17])=[O:12])[C:4]1[CH:9]=[CH:8][CH:7]=[CH:6][CH:5]=1.[CH:36](=O)[CH3:37].[BH3-]C#N.[Na+].C([O-])(O)=O.[Na+], predict the reaction product. (3) Given the reactants [Cl:1][C:2]1[CH:9]=[CH:8][CH:7]=[CH:6][C:3]=1[CH:4]=[O:5].[C-:10]#[N:11].[K+].C(O)(C)(C)C.[C:18]([O:21]C(=O)C)(=[O:20])[CH3:19], predict the reaction product. The product is: [C:18]([OH:21])(=[O:20])[CH3:19].[Cl:1][C:2]1[CH:9]=[CH:8][CH:7]=[CH:6][C:3]=1[CH:4]([OH:5])[C:10]#[N:11]. (4) Given the reactants [C:1]([NH:4][C:5]1[S:6][C:7]([CH2:21][C:22]2[CH:27]=[CH:26][C:25]([S:28]([CH3:31])(=[O:30])=[O:29])=[CH:24][CH:23]=2)=[C:8]([C:10]2[CH:15]=[CH:14][C:13]([CH2:16][CH2:17]C(O)=O)=[CH:12][CH:11]=2)[N:9]=1)(=[O:3])[CH3:2].CC[N:34]([CH2:37]C)CC.[CH3:39][C:40]([OH:43])([CH3:42])[CH3:41].C1(P(N=[N+]=[N-])(C2C=CC=CC=2)=[O:51])C=CC=CC=1, predict the reaction product. The product is: [C:40]([O:43][C:37](=[O:51])[NH:34][CH2:17][CH2:16][C:13]1[CH:12]=[CH:11][C:10]([C:8]2[N:9]=[C:5]([NH:4][C:1](=[O:3])[CH3:2])[S:6][C:7]=2[CH2:21][C:22]2[CH:23]=[CH:24][C:25]([S:28]([CH3:31])(=[O:29])=[O:30])=[CH:26][CH:27]=2)=[CH:15][CH:14]=1)([CH3:42])([CH3:41])[CH3:39]. (5) The product is: [CH2:21]([O:20][C:18](=[O:19])[N:4]([CH2:1][CH:2]=[CH2:3])[C:5]1[C:10](=[O:11])[N:9]2[C@H:12]([C:15](=[O:17])[NH:28][C:29]3[CH:34]=[CH:33][CH:32]=[CH:31][CH:30]=3)[CH2:13][CH2:14][C:8]2=[N:7][CH:6]=1)[C:22]1[CH:23]=[CH:24][CH:25]=[CH:26][CH:27]=1. Given the reactants [CH2:1]([N:4]([C:18]([O:20][CH2:21][C:22]1[CH:27]=[CH:26][CH:25]=[CH:24][CH:23]=1)=[O:19])[C:5]1[C:10](=[O:11])[N:9]2[C@H:12]([C:15]([OH:17])=O)[CH2:13][CH2:14][C:8]2=[N:7][CH:6]=1)[CH:2]=[CH2:3].[NH2:28][C:29]1[CH:34]=[CH:33][CH:32]=[CH:31][CH:30]=1.C1C=NC2N(O)N=NC=2C=1.C([O-])(O)=O.[Na+].CCN=C=NCCCN(C)C, predict the reaction product. (6) Given the reactants [NH:1]1[C:5]2[CH:6]=[CH:7][CH:8]=[CH:9][C:4]=2[N:3]=[C:2]1[C:10]([C:12]1[CH:17]=[CH:16][C:15]([O:18][C:19]2[C:24](Cl)=[N:23][CH:22]=[CH:21][N:20]=2)=[CH:14][CH:13]=1)=[O:11].[NH:26]1[CH2:31][CH2:30][O:29][CH2:28][CH2:27]1, predict the reaction product. The product is: [NH:1]1[C:5]2[CH:6]=[CH:7][CH:8]=[CH:9][C:4]=2[N:3]=[C:2]1[C:10]([C:12]1[CH:17]=[CH:16][C:15]([O:18][C:19]2[C:24]([N:26]3[CH2:31][CH2:30][O:29][CH2:28][CH2:27]3)=[N:23][CH:22]=[CH:21][N:20]=2)=[CH:14][CH:13]=1)=[O:11]. (7) Given the reactants [S:1]1[C:5]2[CH:6]=[CH:7][CH:8]=[CH:9][C:4]=2[N:3]=[C:2]1[CH2:10][CH:11]([NH:16][C:17]([O:19][C:20]([CH3:23])([CH3:22])[CH3:21])=[O:18])[C:12]([O:14]C)=[O:13].[OH-].[Li+], predict the reaction product. The product is: [S:1]1[C:5]2[CH:6]=[CH:7][CH:8]=[CH:9][C:4]=2[N:3]=[C:2]1[CH2:10][CH:11]([NH:16][C:17]([O:19][C:20]([CH3:23])([CH3:22])[CH3:21])=[O:18])[C:12]([OH:14])=[O:13].